From a dataset of TCR-epitope binding with 47,182 pairs between 192 epitopes and 23,139 TCRs. Binary Classification. Given a T-cell receptor sequence (or CDR3 region) and an epitope sequence, predict whether binding occurs between them. (1) The epitope is RLYYDSMSY. The TCR CDR3 sequence is CASSQAGFNEQFF. Result: 0 (the TCR does not bind to the epitope). (2) The epitope is RIFTIGTVTLK. The TCR CDR3 sequence is CASSDQNIQYF. Result: 1 (the TCR binds to the epitope). (3) The epitope is SSNVANYQK. The TCR CDR3 sequence is CASSLDSGGNEQYF. Result: 0 (the TCR does not bind to the epitope). (4) The epitope is YLNTLTLAV. The TCR CDR3 sequence is CASSLRTGASSYNEQFF. Result: 1 (the TCR binds to the epitope). (5) The epitope is KTWGQYWQV. The TCR CDR3 sequence is CASRALLGSGETQYF. Result: 0 (the TCR does not bind to the epitope). (6) The epitope is FPPTSFGPL. The TCR CDR3 sequence is CASSLGDRVISGANVLTF. Result: 1 (the TCR binds to the epitope).